From a dataset of Forward reaction prediction with 1.9M reactions from USPTO patents (1976-2016). Predict the product of the given reaction. (1) Given the reactants [CH:1](=O)C1C=CC=CC=1.[BH3-]C#N.[Na+].Cl.[CH2:14]([NH:21][CH2:22][CH2:23][C:24]1[CH:29]=[CH:28][C:27]([N:30]2[CH:38]=[C:37]3[C:32]([C:33]([C:39]([NH2:41])=[O:40])=[CH:34][CH:35]=[CH:36]3)=[N:31]2)=[CH:26][CH:25]=1)[C:15]1[CH:20]=[CH:19][CH:18]=[CH:17][CH:16]=1.C=O, predict the reaction product. The product is: [CH2:14]([N:21]([CH3:1])[CH2:22][CH2:23][C:24]1[CH:29]=[CH:28][C:27]([N:30]2[CH:38]=[C:37]3[C:32]([C:33]([C:39]([NH2:41])=[O:40])=[CH:34][CH:35]=[CH:36]3)=[N:31]2)=[CH:26][CH:25]=1)[C:15]1[CH:16]=[CH:17][CH:18]=[CH:19][CH:20]=1. (2) Given the reactants [CH2:1]([C:4]1(O)[C:13]2[C:8](=[CH:9][CH:10]=[C:11]([B:14]3[O:18][C:17]([CH3:20])([CH3:19])[C:16]([CH3:22])([CH3:21])[O:15]3)[CH:12]=2)[O:7][CH2:6][CH2:5]1)[CH:2]=[CH2:3].C([SiH](CC)CC)C.C(O)(C(F)(F)F)=O, predict the reaction product. The product is: [CH2:1]([CH:4]1[C:13]2[C:8](=[CH:9][CH:10]=[C:11]([B:14]3[O:18][C:17]([CH3:20])([CH3:19])[C:16]([CH3:22])([CH3:21])[O:15]3)[CH:12]=2)[O:7][CH2:6][CH2:5]1)[CH:2]=[CH2:3].